From a dataset of Reaction yield outcomes from USPTO patents with 853,638 reactions. Predict the reaction yield, written as a fraction of the theoretical maximum amount of product (1.0 means a 100% yield; for example, 0.34 means a 34% yield). (1) The yield is 0.312. The reactants are [CH3:1][CH:2](/[CH:4]=[CH:5]/[CH2:6][CH2:7][CH2:8][CH2:9][C:10]([NH:12][CH2:13][C:14]1[CH:15]=[CH:16][C:17]([OH:22])=[C:18]([O:20][CH3:21])[CH:19]=1)=[O:11])[CH3:3].C([O-])([O-])=O.[K+].[K+].[I-].[Na+].Cl[CH:32]([CH3:37])[C:33]([O:35][CH3:36])=[O:34]. The product is [CH3:36][O:35][C:33](=[O:34])[CH:32]([O:22][C:17]1[CH:16]=[CH:15][C:14]([CH2:13][NH:12][C:10](=[O:11])[CH2:9][CH2:8][CH2:7][CH2:6][CH:5]=[CH:4][CH:2]([CH3:1])[CH3:3])=[CH:19][C:18]=1[O:20][CH3:21])[CH3:37]. The catalyst is CC(C)=O. (2) The reactants are [Cl:1][C:2]1[CH:7]=[CH:6][C:5]([Cl:8])=[CH:4][C:3]=1[C:9](=O)[C:10]([N:15]1C(=O)C2C(=CC=CC=2)C1=O)=[CH:11][N:12](C)[CH3:13].C[NH:28]N. The catalyst is C(O)C. The product is [Cl:1][C:2]1[CH:7]=[CH:6][C:5]([Cl:8])=[CH:4][C:3]=1[C:9]1[C:10]([NH2:15])=[CH:11][N:12]([CH3:13])[N:28]=1. The yield is 0.380. (3) The reactants are COC[N:4]1[C:12]2[C:7](=[CH:8][CH:9]=[CH:10][C:11]=2[N:13]([CH3:22])[S:14]([C:17]2[S:18][CH:19]=[CH:20][CH:21]=2)(=[O:16])=[O:15])[CH:6]=[C:5]1[C:23]([O:25][CH2:26][CH3:27])=[O:24].Cl.C(O)C. The catalyst is O. The product is [CH3:22][N:13]([S:14]([C:17]1[S:18][CH:19]=[CH:20][CH:21]=1)(=[O:15])=[O:16])[C:11]1[CH:10]=[CH:9][CH:8]=[C:7]2[C:12]=1[NH:4][C:5]([C:23]([O:25][CH2:26][CH3:27])=[O:24])=[CH:6]2. The yield is 0.460. (4) The reactants are C([O:8][C:9]1[CH:10]=[N:11][C:12]([CH:15]2[CH2:17][CH2:16]2)=[N:13][CH:14]=1)C1C=CC=CC=1. The catalyst is CO.[Pd]. The product is [CH:15]1([C:12]2[N:13]=[CH:14][C:9]([OH:8])=[CH:10][N:11]=2)[CH2:17][CH2:16]1. The yield is 0.540. (5) The reactants are Cl[C:2]1[N:7]=[C:6]([NH:8][CH:9]2[CH2:17][CH:16]3[N:12]([CH2:13][CH2:14][CH2:15]3)[C:11]([CH3:19])([CH3:18])[CH2:10]2)[C:5]([F:20])=[CH:4][N:3]=1.[O:21]1[CH2:25][CH2:24][C@@H:23]([O:26][C:27]2[CH:32]=[CH:31][C:30]([NH2:33])=[CH:29][C:28]=2[N:34]2[C:38](=[O:39])[N:37]([CH3:40])[N:36]=[N:35]2)[CH2:22]1. The catalyst is CC(O)C. The product is [NH3:3].[CH3:22][OH:21].[O:21]1[CH2:25][CH2:24][C@@H:23]([O:26][C:27]2[CH:32]=[CH:31][C:30]([NH:33][C:2]3[N:7]=[C:6]([NH:8][CH:9]4[CH2:17][CH:16]5[N:12]([CH2:13][CH2:14][CH2:15]5)[C:11]([CH3:19])([CH3:18])[CH2:10]4)[C:5]([F:20])=[CH:4][N:3]=3)=[CH:29][C:28]=2[N:34]2[C:38](=[O:39])[N:37]([CH3:40])[N:36]=[N:35]2)[CH2:22]1. The yield is 0.0100. (6) The reactants are [C:1]([O:5][C:6]([NH:8][C:9]1[CH:17]=[CH:16][C:12]([C:13]([OH:15])=O)=[CH:11][CH:10]=1)=[O:7])([CH3:4])([CH3:3])[CH3:2].C1C=CC2N(O)N=NC=2C=1.CCN=C=NCCCN(C)C.CCN(C(C)C)C(C)C.[CH3:48][C:49]12[CH2:56][CH:53]([NH:54][CH2:55]1)[CH2:52][C:51]([CH3:58])([CH3:57])[CH2:50]2. The catalyst is C1COCC1. The product is [C:1]([O:5][C:6](=[O:7])[NH:8][C:9]1[CH:10]=[CH:11][C:12]([C:13]([N:54]2[CH2:55][C:49]3([CH3:48])[CH2:56][CH:53]2[CH2:52][C:51]([CH3:58])([CH3:57])[CH2:50]3)=[O:15])=[CH:16][CH:17]=1)([CH3:2])([CH3:3])[CH3:4]. The yield is 0.770. (7) The reactants are [CH2:1]([O:3][C:4]([C:6]1[CH:11]=[CH:10][CH:9]=[C:8]([CH2:12]Br)[N:7]=1)=[O:5])[CH3:2].[I:14][C:15]1[CH:20]=[CH:19][C:18]([OH:21])=[CH:17][CH:16]=1.C(=O)([O-])[O-].[K+].[K+]. The catalyst is CC(C)=O. The product is [CH2:1]([O:3][C:4]([C:6]1[CH:11]=[CH:10][CH:9]=[C:8]([CH2:12][O:21][C:18]2[CH:19]=[CH:20][C:15]([I:14])=[CH:16][CH:17]=2)[N:7]=1)=[O:5])[CH3:2]. The yield is 0.750.